From a dataset of Full USPTO retrosynthesis dataset with 1.9M reactions from patents (1976-2016). Predict the reactants needed to synthesize the given product. (1) The reactants are: [Br:1][C:2]1[C:11]([OH:12])=[CH:10][CH:9]=[C:8]2[C:3]=1[CH:4]=[CH:5][N:6]=[C:7]2Cl.Cl.C[OH:16]. Given the product [Br:1][C:2]1[C:11]([OH:12])=[CH:10][CH:9]=[C:8]2[C:3]=1[CH:4]=[CH:5][NH:6][C:7]2=[O:16], predict the reactants needed to synthesize it. (2) Given the product [C:23]([C:27]1[CH:31]=[C:30]([NH:32][C:33]([NH:19][C:18]2[CH:20]=[CH:21][CH:22]=[C:16]([S:15][C:6]3[C:5]4[C:10](=[CH:11][C:12]([O:13][CH3:14])=[C:3]([O:2][CH3:1])[CH:4]=4)[N:9]=[CH:8][N:7]=3)[CH:17]=2)=[O:34])[N:29]([C:42]2[CH:43]=[CH:44][C:45]([C:48]#[N:49])=[CH:46][CH:47]=2)[N:28]=1)([CH3:26])([CH3:24])[CH3:25], predict the reactants needed to synthesize it. The reactants are: [CH3:1][O:2][C:3]1[CH:4]=[C:5]2[C:10](=[CH:11][C:12]=1[O:13][CH3:14])[N:9]=[CH:8][N:7]=[C:6]2[S:15][C:16]1[CH:17]=[C:18]([CH:20]=[CH:21][CH:22]=1)[NH2:19].[C:23]([C:27]1[CH:31]=[C:30]([NH:32][C:33](=O)[O:34]C2C=CC=CC=2)[N:29]([C:42]2[CH:47]=[CH:46][C:45]([C:48]#[N:49])=[CH:44][CH:43]=2)[N:28]=1)([CH3:26])([CH3:25])[CH3:24].